This data is from Forward reaction prediction with 1.9M reactions from USPTO patents (1976-2016). The task is: Predict the product of the given reaction. The product is: [CH:7]1([C@H:11]([N:13]([CH3:42])[C:14]2[N:22]=[C:21]([C:23]#[N:24])[N:20]=[C:19]3[C:15]=2[N:16]([CH2:34][C@H:35]2[CH2:36][CH2:37][C@H:38]([CH3:41])[CH2:39][CH2:40]2)[C:17]([C:25]2[CH:30]=[C:29]([CH:31]([CH3:33])[CH3:32])[CH:28]=[CH:27][N:26]=2)=[N:18]3)[CH3:12])[CH2:8][CH2:9][CH2:10]1. Given the reactants C([O-])([O-])=O.[Cs+].[Cs+].[CH:7]1([C@H:11]([NH:13][C:14]2[N:22]=[C:21]([C:23]#[N:24])[N:20]=[C:19]3[C:15]=2[N:16]([CH2:34][C@H:35]2[CH2:40][CH2:39][C@H:38]([CH3:41])[CH2:37][CH2:36]2)[C:17]([C:25]2[CH:30]=[C:29]([CH:31]([CH3:33])[CH3:32])[CH:28]=[CH:27][N:26]=2)=[N:18]3)[CH3:12])[CH2:10][CH2:9][CH2:8]1.[CH3:42]I, predict the reaction product.